This data is from Catalyst prediction with 721,799 reactions and 888 catalyst types from USPTO. The task is: Predict which catalyst facilitates the given reaction. Reactant: [CH2:1]([O:8][C:9]1[CH:14]=[CH:13][CH:12]=[CH:11][C:10]=1[C:15]1[NH:19][N:18]=[C:17]([C:20]([NH:22][CH2:23][C:24](O)=[O:25])=[O:21])[CH:16]=1)[C:2]1[CH:7]=[CH:6][CH:5]=[CH:4][CH:3]=1.CCN(C(C)C)C(C)C.[CH:36]1[CH:37]=[CH:38]C2N(O)N=[N:42][C:40]=2[CH:41]=1.CCN=C=NCCCN(C)C.Cl.Cl.[Cl:59][C:60]1[CH:73]=[CH:72][CH:71]=[CH:70][C:61]=1[O:62]NC1CCNCC1. Product: [Cl:59][C:60]1[CH:73]=[CH:72][CH:71]=[CH:70][C:61]=1[O:62][CH:36]1[CH2:37][CH2:38][N:42]([C:24](=[O:25])[CH2:23][NH:22][C:20]([C:17]2[CH:16]=[C:15]([C:10]3[CH:11]=[CH:12][CH:13]=[CH:14][C:9]=3[O:8][CH2:1][C:2]3[CH:7]=[CH:6][CH:5]=[CH:4][CH:3]=3)[NH:19][N:18]=2)=[O:21])[CH2:40][CH2:41]1. The catalyst class is: 18.